From a dataset of Drug-target binding data from BindingDB using IC50 measurements. Regression. Given a target protein amino acid sequence and a drug SMILES string, predict the binding affinity score between them. We predict pIC50 (pIC50 = -log10(IC50 in M); higher means more potent). Dataset: bindingdb_ic50. (1) The drug is c1ccc2c(N3CCNCC3)nc(-c3ccc4[nH]ncc4c3)nc2c1. The target protein (Q16512) has sequence MASDAVQSEPRSWSLLEQLGLAGADLAAPGVQQQLELERERLRREIRKELKLKEGAENLRRATTDLGRSLGPVELLLRGSSRRLDLLHQQLQELHAHVVLPDPAATHDGPQSPGAGGPTCSATNLSRVAGLEKQLAIELKVKQGAENMIQTYSNGSTKDRKLLLTAQQMLQDSKTKIDIIRMQLRRALQAGQLENQAAPDDTQGSPDLGAVELRIEELRHHFRVEHAVAEGAKNVLRLLSAAKAPDRKAVSEAQEKLTESNQKLGLLREALERRLGELPADHPKGRLLREELAAASSAAFSTRLAGPFPATHYSTLCKPAPLTGTLEVRVVGCRDLPETIPWNPTPSMGGPGTPDSRPPFLSRPARGLYSRSGSLSGRSSLKAEAENTSEVSTVLKLDNTVVGQTSWKPCGPNAWDQSFTLELERARELELAVFWRDQRGLCALKFLKLEDFLDNERHEVQLDMEPQGCLVAEVTFRNPVIERIPRLRRQKKIFSKQQGK.... The pIC50 is 6.0. (2) The drug is CC(C)C(O)[C@H]1CC[C@H](N2CC(NC(=O)CNc3nncc4ccc(C(F)(F)F)cc34)C2)CC1. The target protein (O00421) has sequence MANYTLAPEDEYDVLIEGELESDEAEQCDKYDAQALSAQLVPSLCSAVFVIGVLDNLLVVLILVKYKGLKRVENIYLLNLAVSNLCFLLTLPFWAHAGGDPMCKILIGLYFVGLYSETFFNCLLTVQRYLVFLHKGNFFSARRRVPCGIITSVLAWVTAILATLPEFVVYKPQMEDQKYKCAFSRTPFLPADETFWKHFLTLKMNISVLVLPLFIFTFLYVQMRKTLRFREQRYSLFKLVFAIMVVFLLMWAPYNIAFFLSTFKEHFSLSDCKSSYNLDKSVHITKLIATTHCCINPLLYAFLDGTFSKYLCRCFHLRSNTPLQPRGQSAQGTSREEPDHSTEV. The pIC50 is 7.7.